This data is from Full USPTO retrosynthesis dataset with 1.9M reactions from patents (1976-2016). The task is: Predict the reactants needed to synthesize the given product. (1) The reactants are: FC(F)(F)C([NH:5][C@H:6]1[CH2:11][CH2:10][CH2:9][CH2:8][C@H:7]1[NH:12][C:13](=[O:19])[O:14][C:15]([CH3:18])([CH3:17])[CH3:16])=O.[OH-].[Na+]. Given the product [NH2:5][C@H:6]1[CH2:11][CH2:10][CH2:9][CH2:8][C@H:7]1[NH:12][C:13](=[O:19])[O:14][C:15]([CH3:17])([CH3:16])[CH3:18], predict the reactants needed to synthesize it. (2) Given the product [C:11]([O:10][C:9](=[O:15])[N:8]([C:6]1[CH:5]=[CH:4][N:3]=[C:2]([C:35]2[CH:36]=[N:37][NH:38][CH:39]=2)[N:7]=1)[C:16]1[N:21]=[CH:20][C:19]2[N:22]=[C:23]([CH3:28])[N:24]([CH:25]([CH3:27])[CH3:26])[C:18]=2[CH:17]=1)([CH3:14])([CH3:13])[CH3:12], predict the reactants needed to synthesize it. The reactants are: Cl[C:2]1[N:7]=[C:6]([N:8]([C:16]2[N:21]=[CH:20][C:19]3[N:22]=[C:23]([CH3:28])[N:24]([CH:25]([CH3:27])[CH3:26])[C:18]=3[CH:17]=2)[C:9](=[O:15])[O:10][C:11]([CH3:14])([CH3:13])[CH3:12])[CH:5]=[CH:4][N:3]=1.CC1(C)OB([C:35]2[CH:36]=[N:37][NH:38][CH:39]=2)OC1(C)C.C(=O)([O-])[O-].[Na+].[Na+].O1CCOCC1. (3) Given the product [CH3:1][C:2]1[CH:7]=[CH:6][C:5]([CH3:8])=[CH:4][C:3]=1[CH2:9][N:10]1[C:11]([OH:31])=[C:12]([C:27]([NH:57][C:43]2[CH:42]=[N:41][CH:46]=[CH:45][CH:44]=2)=[O:28])[C:13]([OH:26])=[C:14]([C:17]([NH:19][CH2:20][C:21]([OH:23])=[O:22])=[O:18])[C:15]1=[O:16], predict the reactants needed to synthesize it. The reactants are: [CH3:1][C:2]1[CH:7]=[CH:6][C:5]([CH3:8])=[CH:4][C:3]=1[CH2:9][N:10]1[C:15](=[O:16])[C:14]([C:17]([NH:19][CH2:20][C:21]([O:23]CC)=[O:22])=[O:18])=[C:13]([OH:26])[C:12]([C:27](OC)=[O:28])=[C:11]1[OH:31].CC1C=CC(C)=CC=1C[N:41]1[C:46](=O)[CH:45]=[C:44](O)[C:43](C(OC)=O)=[C:42]1O.C([N:57](C(C)C)CC)(C)C.N(CC(OCC)=O)=C=O. (4) Given the product [CH2:1]([N:8]([CH2:25][C@H:26]([O:39][CH:43]([O:45][CH2:46][CH3:47])[CH3:44])[CH2:27][O:28][S:29]([C:32]1[CH:33]=[CH:34][C:35]([CH3:38])=[CH:36][CH:37]=1)(=[O:31])=[O:30])[C@@H:9]([CH2:20][C:21]([O:23][CH3:24])=[O:22])[C:10]([O:12][CH2:13][C:14]1[CH:19]=[CH:18][CH:17]=[CH:16][CH:15]=1)=[O:11])[C:2]1[CH:7]=[CH:6][CH:5]=[CH:4][CH:3]=1, predict the reactants needed to synthesize it. The reactants are: [CH2:1]([N:8]([CH2:25][C@H:26]([OH:39])[CH2:27][O:28][S:29]([C:32]1[CH:37]=[CH:36][C:35]([CH3:38])=[CH:34][CH:33]=1)(=[O:31])=[O:30])[C@@H:9]([CH2:20][C:21]([O:23][CH3:24])=[O:22])[C:10]([O:12][CH2:13][C:14]1[CH:19]=[CH:18][CH:17]=[CH:16][CH:15]=1)=[O:11])[C:2]1[CH:7]=[CH:6][CH:5]=[CH:4][CH:3]=1.C(Cl)Cl.[CH:43]([O:45][CH2:46][CH3:47])=[CH2:44].C1(C)C=CC(S([O-])(=O)=O)=CC=1.[NH+]1C=CC=CC=1. (5) Given the product [C:1]([C:5]1[CH:10]=[CH:9][C:8]([S:11]([N:14]([C:15]2[CH:23]=[C:22]3[C:18]([CH:19]=[N:20][NH:21]3)=[CH:17][CH:16]=2)[CH2:24][C:25]([N:30]([CH2:28][CH3:29])[CH2:31][C:32]2[CH:37]=[CH:36][CH:35]=[CH:34][N:33]=2)=[O:27])(=[O:13])=[O:12])=[CH:7][CH:6]=1)([CH3:3])([CH3:2])[CH3:4], predict the reactants needed to synthesize it. The reactants are: [C:1]([C:5]1[CH:10]=[CH:9][C:8]([S:11]([N:14]([CH2:24][C:25]([OH:27])=O)[C:15]2[CH:23]=[C:22]3[C:18]([CH:19]=[N:20][NH:21]3)=[CH:17][CH:16]=2)(=[O:13])=[O:12])=[CH:7][CH:6]=1)([CH3:4])([CH3:3])[CH3:2].[CH2:28]([NH:30][CH2:31][C:32]1[CH:37]=[CH:36][CH:35]=[CH:34][N:33]=1)[CH3:29].